Dataset: Catalyst prediction with 721,799 reactions and 888 catalyst types from USPTO. Task: Predict which catalyst facilitates the given reaction. (1) Reactant: [F:1][C:2]([F:12])([F:11])[O:3][C:4]1[CH:10]=[CH:9][C:7]([NH2:8])=[CH:6][CH:5]=1.N1C=CC=CC=1.[C:19]([C:22]1[CH:27]=[CH:26][C:25]([S:28](Cl)(=[O:30])=[O:29])=[CH:24][CH:23]=1)(=[O:21])[CH3:20]. Product: [C:19]([C:22]1[CH:23]=[CH:24][C:25]([S:28]([NH:8][C:7]2[CH:9]=[CH:10][C:4]([O:3][C:2]([F:11])([F:12])[F:1])=[CH:5][CH:6]=2)(=[O:30])=[O:29])=[CH:26][CH:27]=1)(=[O:21])[CH3:20]. The catalyst class is: 1. (2) Reactant: [Cl:1][C:2]1[CH:15]=[CH:14][C:5]2[NH:6][C:7]([CH2:9][C:10]([O:12]C)=[O:11])=[N:8][C:4]=2[CH:3]=1. Product: [ClH:1].[Cl:1][C:2]1[CH:15]=[CH:14][C:5]2[NH:6][C:7]([CH2:9][C:10]([OH:12])=[O:11])=[N:8][C:4]=2[CH:3]=1. The catalyst class is: 33. (3) Reactant: Br[C:2]1[C:7]([N+:8]([O-:10])=[O:9])=[CH:6][CH:5]=[C:4]([Br:11])[N:3]=1.[N:12]1([CH2:18][CH2:19][CH2:20][NH2:21])[CH2:17][CH2:16][CH2:15][CH2:14][CH2:13]1. Product: [Br:11][C:4]1[N:3]=[C:2]([NH:21][CH2:20][CH2:19][CH2:18][N:12]2[CH2:17][CH2:16][CH2:15][CH2:14][CH2:13]2)[C:7]([N+:8]([O-:10])=[O:9])=[CH:6][CH:5]=1. The catalyst class is: 10. (4) Reactant: [CH3:1][O:2][C:3]1[CH:4]=[C:5]([CH2:9][CH2:10][NH2:11])[CH:6]=[CH:7][CH:8]=1.Cl.[O-:13][C:14]#[N:15].[K+]. Product: [CH3:1][O:2][C:3]1[CH:4]=[C:5]([CH2:9][CH2:10][NH:11][C:14]([NH2:15])=[O:13])[CH:6]=[CH:7][CH:8]=1. The catalyst class is: 6. (5) Reactant: [Cl:1][C:2]1[CH:7]=[C:6]([Cl:8])[CH:5]=[CH:4][C:3]=1[C:9]1[N:10]=[C:11](/[CH:14]=[CH:15]/[C:16]2[CH:21]=[CH:20][C:19]([C:22]3[CH:27]=[CH:26][C:25]([O:28][CH3:29])=[CH:24][CH:23]=3)=[CH:18][CH:17]=2)[NH:12][CH:13]=1.Br[CH2:31][CH2:32][CH:33]([CH3:35])[CH3:34].BrC[CH2:38][CH2:39][C:40]([O:42]C)=[O:41]. Product: [Cl:1][C:2]1[CH:7]=[C:6]([Cl:8])[CH:5]=[CH:4][C:3]=1[C:9]1[N:10]=[C:11](/[CH:14]=[CH:15]/[C:16]2[CH:21]=[CH:20][C:19]([C:22]3[CH:23]=[CH:24][C:25]([O:28][CH2:29][CH2:38][CH2:39][C:40]([OH:42])=[O:41])=[CH:26][CH:27]=3)=[CH:18][CH:17]=2)[N:12]([CH2:31][CH2:32][CH:33]([CH3:35])[CH3:34])[CH:13]=1. The catalyst class is: 28. (6) Reactant: [F:1][C:2]1[CH:8]=[CH:7][C:5]([NH2:6])=[CH:4][CH:3]=1.N1C=CC=CC=1.[N+:15]([C:18]1[CH:26]=[CH:25][CH:24]=[CH:23][C:19]=1[C:20](Cl)=[O:21])([O-:17])=[O:16]. Product: [F:1][C:2]1[CH:8]=[CH:7][C:5]([NH:6][C:20](=[O:21])[C:19]2[CH:23]=[CH:24][CH:25]=[CH:26][C:18]=2[N+:15]([O-:17])=[O:16])=[CH:4][CH:3]=1. The catalyst class is: 4. (7) Reactant: [CH3:1][C:2]1[CH:3]=[CH:4][C:5]2[S:10][CH:9]([C:11]([F:14])([F:13])[F:12])[C:8]([C:15]([O:17]CC)=[O:16])=[CH:7][C:6]=2[CH:20]=1.[OH-].[Na+]. Product: [CH3:1][C:2]1[CH:3]=[CH:4][C:5]2[S:10][CH:9]([C:11]([F:13])([F:14])[F:12])[C:8]([C:15]([OH:17])=[O:16])=[CH:7][C:6]=2[CH:20]=1. The catalyst class is: 219.